From a dataset of Full USPTO retrosynthesis dataset with 1.9M reactions from patents (1976-2016). Predict the reactants needed to synthesize the given product. (1) Given the product [NH2:18][C:15]1[CH:14]=[CH:13][C:12]([C:9]2[CH:10]=[CH:11][C:6]([C:4]([NH:3][C:2]([CH3:21])([C:22]([O:24][CH3:25])=[O:23])[CH3:1])=[O:5])=[CH:7][CH:8]=2)=[CH:17][CH:16]=1, predict the reactants needed to synthesize it. The reactants are: [CH3:1][C:2]([C:22]([O:24][CH3:25])=[O:23])([CH3:21])[NH:3][C:4]([C:6]1[CH:11]=[CH:10][C:9]([C:12]2[CH:17]=[CH:16][C:15]([N+:18]([O-])=O)=[CH:14][CH:13]=2)=[CH:8][CH:7]=1)=[O:5].Cl. (2) Given the product [CH3:24][C:19]1([CH3:25])[C:20]([CH3:23])([CH3:22])[O:21][B:17]([C:2]2[CH:7]=[CH:6][C:5]([S:8]([CH:11]3[CH2:16][CH2:15][O:14][CH2:13][CH2:12]3)(=[O:10])=[O:9])=[CH:4][CH:3]=2)[O:18]1, predict the reactants needed to synthesize it. The reactants are: Br[C:2]1[CH:7]=[CH:6][C:5]([S:8]([CH:11]2[CH2:16][CH2:15][O:14][CH2:13][CH2:12]2)(=[O:10])=[O:9])=[CH:4][CH:3]=1.[B:17]1([B:17]2[O:21][C:20]([CH3:23])([CH3:22])[C:19]([CH3:25])([CH3:24])[O:18]2)[O:21][C:20]([CH3:23])([CH3:22])[C:19]([CH3:25])([CH3:24])[O:18]1.C([O-])(=O)C.[K+].